Dataset: Full USPTO retrosynthesis dataset with 1.9M reactions from patents (1976-2016). Task: Predict the reactants needed to synthesize the given product. Given the product [C:39]([O:42][CH2:43][C:44]([NH:1][C:2]1[N:3]=[C:4]2[CH:9]=[CH:8][C:7]([O:10][C:11]3[CH:16]=[CH:15][CH:14]=[C:13]([NH:17][C:18](=[O:30])[C:19]4[CH:24]=[CH:23][CH:22]=[C:21]([C:25]5([C:28]#[N:29])[CH2:27][CH2:26]5)[CH:20]=4)[CH:12]=3)=[N:6][N:5]2[CH:31]=1)=[O:45])(=[O:41])[CH3:40], predict the reactants needed to synthesize it. The reactants are: [NH2:1][C:2]1[N:3]=[C:4]2[CH:9]=[CH:8][C:7]([O:10][C:11]3[CH:12]=[C:13]([NH:17][C:18](=[O:30])[C:19]4[CH:24]=[CH:23][CH:22]=[C:21]([C:25]5([C:28]#[N:29])[CH2:27][CH2:26]5)[CH:20]=4)[CH:14]=[CH:15][CH:16]=3)=[N:6][N:5]2[CH:31]=1.C(N(CC)CC)C.[C:39]([O:42][CH2:43][C:44](Cl)=[O:45])(=[O:41])[CH3:40].